Predict the reactants needed to synthesize the given product. From a dataset of Full USPTO retrosynthesis dataset with 1.9M reactions from patents (1976-2016). (1) Given the product [C:18]1([C@@:8]23[N:14]([CH2:15][CH:16]=[CH2:17])[C@@H:11]([CH2:10][CH2:9]2)[CH2:12][CH2:13][C@@H:7]3[OH:6])[CH:19]=[CH:20][CH:21]=[CH:22][CH:23]=1, predict the reactants needed to synthesize it. The reactants are: C([Si](C)(C)[O:6][C@H:7]1[CH2:13][CH2:12][C@H:11]2[N:14]([CH2:15][CH:16]=[CH2:17])[C@:8]1([C:18]1[CH:23]=[CH:22][CH:21]=[CH:20][CH:19]=1)[CH2:9][CH2:10]2)(C)(C)C.Cl. (2) Given the product [CH3:1][C:2]1[CH:3]=[CH:4][CH:5]=[C:6]2[C:11]=1[N+:10]([O-:20])=[CH:9][CH:8]=[CH:7]2, predict the reactants needed to synthesize it. The reactants are: [CH3:1][C:2]1[CH:3]=[CH:4][CH:5]=[C:6]2[C:11]=1[N:10]=[CH:9][CH:8]=[CH:7]2.ClC1C=CC=C(C(OO)=[O:20])C=1.C(=O)([O-])O.[Na+]. (3) Given the product [CH2:34]([O:36][N:37]=[C:15]1[C:16]2[C:21](=[CH:20][CH:19]=[CH:18][CH:17]=2)[CH:13]([N:12]2[C:8]([CH2:7][OH:6])=[CH:9][N:10]=[CH:11]2)[C:14]1([CH3:24])[CH3:23])[CH3:35], predict the reactants needed to synthesize it. The reactants are: C([SiH2][O:6][C:7](C)(C)[C:8]1[N:12]([CH:13]2[C:21]3[C:16](=[CH:17][CH:18]=[CH:19][CH:20]=3)[C:15](=O)[C:14]2([CH3:24])[CH3:23])[CH:11]=[N:10][CH:9]=1)(C)(C)C.N1C=CC=CC=1.Cl.[CH2:34]([O:36][NH2:37])[CH3:35].[F-].C([N+](CCCC)(CCCC)CCCC)CCC.C1COCC1. (4) The reactants are: Br[C:2]1[CH:11]=[C:10]2[C:5]([CH2:6][CH2:7][N:8]([C:12]3[CH:17]=[C:16]([N:18]4[CH2:23][CH2:22][N:21]([CH3:24])[CH2:20][CH2:19]4)[N:15]=[C:14]([NH2:25])[N:13]=3)[CH2:9]2)=[CH:4][CH:3]=1.Cl.[CH3:27][N:28]1[CH:33]=[CH:32][C:31]([C:34]2[CH2:35][CH2:36][NH:37][CH2:38][CH:39]=2)=[CH:30][C:29]1=[O:40]. Given the product [NH2:25][C:14]1[N:13]=[C:12]([N:8]2[CH2:7][CH2:6][C:5]3[C:10](=[CH:11][C:2]([N:37]4[CH2:36][CH2:35][CH:34]([C:31]5[CH:32]=[CH:33][N:28]([CH3:27])[C:29](=[O:40])[CH:30]=5)[CH2:39][CH2:38]4)=[CH:3][CH:4]=3)[CH2:9]2)[CH:17]=[C:16]([N:18]2[CH2:23][CH2:22][N:21]([CH3:24])[CH2:20][CH2:19]2)[N:15]=1, predict the reactants needed to synthesize it. (5) The reactants are: [CH2:1]([O:3][P:4]([CH2:9][C:10]1[CH:15]=[CH:14][C:13]([NH:16][C:17]2[N:22]=[C:21]([NH:23][C:24]3[CH:32]=[CH:31][C:30](Br)=[C:29]4[C:25]=3[C:26](=[O:35])[N:27]([CH3:34])[CH2:28]4)[C:20]([C:36]([F:39])([F:38])[F:37])=[CH:19][N:18]=2)=[CH:12][CH:11]=1)(=[O:8])[O:5][CH2:6][CH3:7])[CH3:2].[C:40]([O:44][C:45]([N:47]1[CH2:52][CH:51]=[C:50](B2OC(C)(C)C(C)(C)O2)[CH2:49][CH2:48]1)=[O:46])([CH3:43])([CH3:42])[CH3:41].C(=O)([O-])[O-].[K+].[K+].ClCCl. Given the product [CH2:6]([O:5][P:4]([CH2:9][C:10]1[CH:15]=[CH:14][C:13]([NH:16][C:17]2[N:22]=[C:21]([NH:23][C:24]3[CH:32]=[CH:31][C:30]([C:50]4[CH2:51][CH2:52][N:47]([C:45]([O:44][C:40]([CH3:43])([CH3:42])[CH3:41])=[O:46])[CH2:48][CH:49]=4)=[C:29]4[C:25]=3[C:26](=[O:35])[N:27]([CH3:34])[CH2:28]4)[C:20]([C:36]([F:38])([F:37])[F:39])=[CH:19][N:18]=2)=[CH:12][CH:11]=1)([O:3][CH2:1][CH3:2])=[O:8])[CH3:7], predict the reactants needed to synthesize it. (6) Given the product [CH3:11][N:12]([CH3:13])[CH2:9][C:2]1([CH3:1])[CH2:7][CH:6]2[CH2:8][CH:3]1[CH:4]=[CH:5]2, predict the reactants needed to synthesize it. The reactants are: [CH3:1][C:2]1([CH:9]=O)[CH2:7][CH:6]2[CH2:8][CH:3]1[CH:4]=[CH:5]2.[CH3:11][NH:12][CH3:13].[OH-].[K+]. (7) The reactants are: N[C:2]1[CH:7]=[CH:6][C:5]([CH2:8][CH2:9][CH2:10][C:11]([OH:13])=[O:12])=[CH:4][CH:3]=1.Cl.N([O-])=O.[Na+].[I-:19].[K+]. Given the product [I:19][C:2]1[CH:7]=[CH:6][C:5]([CH2:8][CH2:9][CH2:10][C:11]([OH:13])=[O:12])=[CH:4][CH:3]=1, predict the reactants needed to synthesize it. (8) The reactants are: [CH3:1][O:2][C:3]1[CH:4]=[C:5]([N:13]=[C:14]=S)[CH:6]=[C:7]([O:11][CH3:12])[C:8]=1[O:9][CH3:10].[NH2:16][C:17]1[CH:18]=[C:19]([CH:31]=[CH:32][C:33]=1[NH:34][CH2:35][CH2:36][CH2:37][N:38]([CH3:47])[CH2:39][CH2:40][C:41]1[CH:46]=[CH:45][CH:44]=[CH:43][N:42]=1)[C:20]([N:22]([CH2:27][CH:28]([CH3:30])[CH3:29])[CH2:23][CH:24]([CH3:26])[CH3:25])=[O:21].N.[ClH:49]. Given the product [ClH:49].[CH2:27]([N:22]([CH2:23][CH:24]([CH3:26])[CH3:25])[C:20]([C:19]1[CH:31]=[CH:32][C:33]2[N:34]([CH2:35][CH2:36][CH2:37][N:38]([CH3:47])[CH2:39][CH2:40][C:41]3[CH:46]=[CH:45][CH:44]=[CH:43][N:42]=3)[C:14]([NH:13][C:5]3[CH:4]=[C:3]([O:2][CH3:1])[C:8]([O:9][CH3:10])=[C:7]([O:11][CH3:12])[CH:6]=3)=[N:16][C:17]=2[CH:18]=1)=[O:21])[CH:28]([CH3:29])[CH3:30], predict the reactants needed to synthesize it.